Dataset: Forward reaction prediction with 1.9M reactions from USPTO patents (1976-2016). Task: Predict the product of the given reaction. (1) Given the reactants O[C:2]1[CH:9]=[CH:8][C:5]([CH:6]=[O:7])=[CH:4][CH:3]=1.C(C1C=C[C:21]([C:22]([OH:24])=[O:23])=CC=1)(=O)C1C=CC=CC=1.Cl.CN(C)CCCN=C=NCC.C([C:47]1[CH:63]=[CH:62][C:50]([C:51]([O:53][C:54]2[CH:59]=[CH:58][C:57]([CH:60]=O)=[CH:56][CH:55]=2)=[O:52])=[CH:49][CH:48]=1)(=O)C1C=CC=CC=1.C(O)(=O)CC(O)=O.N1C=CC=CC=1.N1CCCCC1.Cl, predict the reaction product. The product is: [C:6]([C:47]1[CH:48]=[CH:49][C:50]([C:51]([O:53][C:54]2[CH:55]=[CH:56][C:57](/[CH:60]=[CH:21]/[C:22]([OH:24])=[O:23])=[CH:58][CH:59]=2)=[O:52])=[CH:62][CH:63]=1)(=[O:7])[C:5]1[CH:8]=[CH:9][CH:2]=[CH:3][CH:4]=1. (2) Given the reactants [H-].[Na+].[C:3]([O:9][CH2:10][CH3:11])(=[O:8])[CH2:4][C:5]([CH3:7])=[O:6].C([Li])CCC.[CH:17]1([C:20]2[C:29]([CH:30]=[CH:31][C:32](N(OC)C)=[O:33])=[C:28]([C:38]3[CH:43]=[CH:42][C:41]([F:44])=[CH:40][CH:39]=3)[C:27]3[C:22](=[CH:23][CH:24]=[CH:25][CH:26]=3)[N:21]=2)[CH2:19][CH2:18]1.C(O)(=O)C.[Na+].[Cl-], predict the reaction product. The product is: [CH2:10]([O:9][C:3](=[O:8])[CH2:4][C:5](=[O:6])[CH2:7][C:32](=[O:33])/[CH:31]=[CH:30]/[C:29]1[C:20]([CH:17]2[CH2:18][CH2:19]2)=[N:21][C:22]2[C:27]([C:28]=1[C:38]1[CH:39]=[CH:40][C:41]([F:44])=[CH:42][CH:43]=1)=[CH:26][CH:25]=[CH:24][CH:23]=2)[CH3:11]. (3) Given the reactants [C:1]1([C:7]2([C:14]3[CH:19]=[CH:18][CH:17]=[CH:16][CH:15]=3)[NH:11][C:10](=[O:12])[NH:9][C:8]2=[O:13])[CH:6]=[CH:5][CH:4]=[CH:3][CH:2]=1.[CH2:20]=[O:21], predict the reaction product. The product is: [OH:21][CH2:20][N:9]1[C:8](=[O:13])[C:7]([C:1]2[CH:6]=[CH:5][CH:4]=[CH:3][CH:2]=2)([C:14]2[CH:15]=[CH:16][CH:17]=[CH:18][CH:19]=2)[NH:11][C:10]1=[O:12]. (4) The product is: [C:18]([O:17][C:15]([N:2]1[CH2:3][C:4]2([CH2:8][CH:7]([C:9]([OH:11])=[O:10])[CH2:6][S:5]2(=[O:13])=[O:14])[CH2:1]1)=[O:16])([CH3:21])([CH3:19])[CH3:20]. Given the reactants [CH2:1]1[C:4]2([CH2:8][CH:7]([C:9]([O:11]C)=[O:10])[CH2:6][S:5]2(=[O:14])=[O:13])[CH2:3][N:2]1[C:15]([O:17][C:18]([CH3:21])([CH3:20])[CH3:19])=[O:16].[OH-].[Na+].Cl, predict the reaction product. (5) Given the reactants O.[OH-].[Li+].[CH2:4]([N:7]1[C:11]([CH2:12][CH:13]2[CH2:18][CH2:17][O:16][CH2:15][CH2:14]2)=[CH:10][C:9]([C:19]([O:21]CC)=[O:20])=[N:8]1)[CH2:5][CH3:6].C(O)(=O)C, predict the reaction product. The product is: [CH2:4]([N:7]1[C:11]([CH2:12][CH:13]2[CH2:14][CH2:15][O:16][CH2:17][CH2:18]2)=[CH:10][C:9]([C:19]([OH:21])=[O:20])=[N:8]1)[CH2:5][CH3:6]. (6) Given the reactants [Cl:1][C:2]1[CH:3]=[C:4]2[C:8](=[CH:9][CH:10]=1)[N:7]([C:11]1[N:15]([CH3:16])[N:14]=[C:13]([CH3:17])[C:12]=1/[CH:18]=[CH:19]/[C:20]([NH:22][S:23]([CH2:26][CH2:27][CH2:28][CH2:29][CH3:30])(=[O:25])=[O:24])=[O:21])[CH:6]=[CH:5]2.C(=O)([O-])O.[Na+:35], predict the reaction product. The product is: [Cl:1][C:2]1[CH:3]=[C:4]2[C:8](=[CH:9][CH:10]=1)[N:7]([C:11]1[N:15]([CH3:16])[N:14]=[C:13]([CH3:17])[C:12]=1/[CH:18]=[CH:19]/[C:20]([N-:22][S:23]([CH2:26][CH2:27][CH2:28][CH2:29][CH3:30])(=[O:24])=[O:25])=[O:21])[CH:6]=[CH:5]2.[Na+:35]. (7) Given the reactants Cl[C:2]1[CH:3]=[CH:4][C:5]2[O:14][CH2:13][CH2:12][C:11]3[CH:10]=[C:9]([C:15]4[N:16]([C:20]5[CH:25]=[CH:24][C:23]([F:26])=[CH:22][C:21]=5[F:27])[N:17]=[CH:18][N:19]=4)[S:8][C:7]=3[C:6]=2[N:28]=1.[NH2:29][CH2:30][CH2:31][NH:32][C:33](=[O:35])[CH3:34].CC(C1C=C(C(C)C)C(C2C=CC=CC=2P(C2CCCCC2)C2CCCCC2)=C(C(C)C)C=1)C.CC([O-])(C)C.[Na+], predict the reaction product. The product is: [F:27][C:21]1[CH:22]=[C:23]([F:26])[CH:24]=[CH:25][C:20]=1[N:16]1[C:15]([C:9]2[S:8][C:7]3[C:6]4[N:28]=[C:2]([NH:29][CH2:30][CH2:31][NH:32][C:33](=[O:35])[CH3:34])[CH:3]=[CH:4][C:5]=4[O:14][CH2:13][CH2:12][C:11]=3[CH:10]=2)=[N:19][CH:18]=[N:17]1.